Dataset: Full USPTO retrosynthesis dataset with 1.9M reactions from patents (1976-2016). Task: Predict the reactants needed to synthesize the given product. (1) Given the product [C:1]([O:5][C:6](=[O:7])[NH:8][C@H:9]1[CH2:10][CH2:11][C@H:12]([C:15](=[O:17])[N:20]([O:21][CH3:22])[CH3:19])[CH2:13][CH2:14]1)([CH3:2])([CH3:3])[CH3:4], predict the reactants needed to synthesize it. The reactants are: [C:1]([O:5][C:6]([NH:8][C@H:9]1[CH2:14][CH2:13][C@H:12]([C:15]([OH:17])=O)[CH2:11][CH2:10]1)=[O:7])([CH3:4])([CH3:3])[CH3:2].Cl.[CH3:19][NH:20][O:21][CH3:22].CN1CCOCC1.CCN=C=NCCCN(C)C.C1C=CC2N(O)N=NC=2C=1. (2) The reactants are: [CH:1]1[C:11]2[CH2:10][CH2:9][C:8]3[CH:12]=[CH:13][CH:14]=[CH:15][C:7]=3[C:6](=[CH:16][CH2:17][O:18][C:19]3[CH:24]=[CH:23][C:22]([CH2:25][CH:26]([O:32][CH2:33][CH3:34])[C:27]([O:29]CC)=[O:28])=[CH:21][CH:20]=3)[C:5]=2[CH:4]=[CH:3][CH:2]=1.[OH-].[Na+]. Given the product [CH:1]1[C:11]2[CH2:10][CH2:9][C:8]3[CH:12]=[CH:13][CH:14]=[CH:15][C:7]=3[C:6](=[CH:16][CH2:17][O:18][C:19]3[CH:20]=[CH:21][C:22]([CH2:25][CH:26]([O:32][CH2:33][CH3:34])[C:27]([OH:29])=[O:28])=[CH:23][CH:24]=3)[C:5]=2[CH:4]=[CH:3][CH:2]=1, predict the reactants needed to synthesize it.